Task: Predict the product of the given reaction.. Dataset: Forward reaction prediction with 1.9M reactions from USPTO patents (1976-2016) (1) Given the reactants [C:1]([O:5][C:6]([N:8]1[CH2:13][CH2:12][CH:11]([OH:14])[CH2:10][CH2:9]1)=[O:7])([CH3:4])([CH3:3])[CH3:2].[N+:15]([C:18]1[CH:28]=[C:22]([C:23]([O:25][CH2:26][CH3:27])=[O:24])[C:21](O)=[CH:20][CH:19]=1)([O-:17])=[O:16].C1(P(C2C=CC=CC=2)C2C=CC=CC=2)C=CC=CC=1.N(C(OCC)=O)=NC(OCC)=O, predict the reaction product. The product is: [C:1]([O:5][C:6]([N:8]1[CH2:13][CH2:12][CH:11]([O:14][C:21]2[CH:20]=[CH:19][C:18]([N+:15]([O-:17])=[O:16])=[CH:28][C:22]=2[C:23]([O:25][CH2:26][CH3:27])=[O:24])[CH2:10][CH2:9]1)=[O:7])([CH3:4])([CH3:2])[CH3:3]. (2) Given the reactants [CH2:1]([C@@:4]1([C:21]2[CH:26]=[CH:25][CH:24]=[CH:23][CH:22]=2)[O:9][C:8](=[O:10])[N:7]([C@H:11]([C:14]2[CH:19]=[CH:18][C:17]([Br:20])=[CH:16][CH:15]=2)[CH2:12][CH3:13])[CH2:6][CH2:5]1)[CH:2]=[CH2:3].[O:27]1CCCC1, predict the reaction product. The product is: [Br:20][C:17]1[CH:16]=[CH:15][C:14]([C@@H:11]([N:7]2[CH2:6][CH2:5][C@:4]([CH2:1][CH2:2][CH2:3][OH:27])([C:21]3[CH:22]=[CH:23][CH:24]=[CH:25][CH:26]=3)[O:9][C:8]2=[O:10])[CH2:12][CH3:13])=[CH:19][CH:18]=1. (3) Given the reactants [Cl:1][C:2]1[CH:16]=[CH:15][C:14]([N:17]2[C:22](=[O:23])[CH:21]=[C:20]([C:24]([F:27])([F:26])[F:25])[N:19]([CH3:28])[C:18]2=[O:29])=[CH:13][C:3]=1[C:4]([O:6][C@@H:7]([CH3:12])[C:8]([O:10]C)=[O:9])=[O:5].Cl, predict the reaction product. The product is: [Cl:1][C:2]1[CH:16]=[CH:15][C:14]([N:17]2[C:22](=[O:23])[CH:21]=[C:20]([C:24]([F:25])([F:27])[F:26])[N:19]([CH3:28])[C:18]2=[O:29])=[CH:13][C:3]=1[C:4]([O:6][C@@H:7]([CH3:12])[C:8]([OH:10])=[O:9])=[O:5]. (4) Given the reactants [N+:1]([C:4]1[CH:5]=[C:6]([CH2:10][S:11](Cl)(=[O:13])=[O:12])[CH:7]=[CH:8][CH:9]=1)([O-:3])=[O:2].[NH3:15], predict the reaction product. The product is: [N+:1]([C:4]1[CH:5]=[C:6]([CH2:10][S:11]([NH2:15])(=[O:13])=[O:12])[CH:7]=[CH:8][CH:9]=1)([O-:3])=[O:2].